From a dataset of Full USPTO retrosynthesis dataset with 1.9M reactions from patents (1976-2016). Predict the reactants needed to synthesize the given product. (1) Given the product [NH2:4][C:5]1[C:14]([CH3:15])=[CH:13][C:12]([C:18]#[N:17])=[CH:11][C:6]=1[C:7]([NH:9][CH3:10])=[O:8], predict the reactants needed to synthesize it. The reactants are: [C-]#N.[Na+].[NH2:4][C:5]1[C:14]([CH3:15])=[CH:13][C:12](Br)=[CH:11][C:6]=1[C:7]([NH:9][CH3:10])=[O:8].[N:17]1C=CC(C)=C[CH:18]=1. (2) Given the product [Br:8][C:6]1[CH:7]=[C:2]([NH:1][C:9](=[O:14])[C:10]([CH3:13])([CH3:12])[CH3:11])[CH:3]=[N:4][CH:5]=1, predict the reactants needed to synthesize it. The reactants are: [NH2:1][C:2]1[CH:3]=[N:4][CH:5]=[C:6]([Br:8])[CH:7]=1.[C:9](Cl)(=[O:14])[C:10]([CH3:13])([CH3:12])[CH3:11]. (3) Given the product [F:1][C:2]1[CH:3]=[C:4]([C:9]2[O:10][C:11]3[CH:16]=[C:15]([O:17][CH2:18][C@@H:19]([NH:21][C:22](=[O:24])[CH3:23])[CH3:20])[N:14]=[CH:13][C:12]=3[N:25]=2)[CH:5]=[CH:6][C:7]=1[O:8][CH2:27][C:28](=[O:31])[CH2:29][CH3:30], predict the reactants needed to synthesize it. The reactants are: [F:1][C:2]1[CH:3]=[C:4]([C:9]2[O:10][C:11]3[CH:16]=[C:15]([O:17][CH2:18][C@@H:19]([NH:21][C:22](=[O:24])[CH3:23])[CH3:20])[N:14]=[CH:13][C:12]=3[N:25]=2)[CH:5]=[CH:6][C:7]=1[OH:8].Br[CH2:27][C:28](=[O:31])[CH2:29][CH3:30]. (4) The reactants are: [CH3:1][C:2]([NH:4][C:5]1[CH:10]=[CH:9][CH:8]=[C:7](Cl)[CH:6]=1)=[O:3].C[C:13]([CH3:16])([O-])[CH3:14].[Na+]. Given the product [CH2:5]([N:4]([CH2:2][CH2:14][CH2:13][CH3:16])[C:7]1[CH:6]=[C:5]([NH:4][C:2](=[O:3])[CH3:1])[CH:10]=[CH:9][CH:8]=1)[CH2:6][CH2:7][CH3:8], predict the reactants needed to synthesize it. (5) Given the product [I-:1].[I:1][C:2]1[CH:10]=[C:9]([I:12])[CH:8]=[C:7]2[C:3]=1[C:4]([CH3:14])([CH3:15])[C:5]([CH3:13])=[N+:6]2[CH3:17], predict the reactants needed to synthesize it. The reactants are: [I:1][C:2]1[C:10](I)=[C:9]([I:12])[CH:8]=[C:7]2[C:3]=1[C:4]([CH3:15])([CH3:14])[C:5]([CH3:13])=[N:6]2.I[CH3:17]. (6) Given the product [NH2:25][C:26]1[C:27]2[C:34]([C:35]3[CH:36]=[CH:37][C:38]([O:41][C:42]4[CH:47]=[CH:46][CH:45]=[CH:44][CH:43]=4)=[CH:39][CH:40]=3)=[CH:33][N:32]([CH:48]3[CH2:53][CH2:52][C:51](=[CH:21][C:22]([OH:24])=[O:23])[CH2:50][CH2:49]3)[C:28]=2[N:29]=[CH:30][N:31]=1, predict the reactants needed to synthesize it. The reactants are: C(NC(C)C)(C)C.[Li]CCCC.C(OP([CH2:21][C:22]([OH:24])=[O:23])(OCC)=O)C.[NH2:25][C:26]1[C:27]2[C:34]([C:35]3[CH:40]=[CH:39][C:38]([O:41][C:42]4[CH:47]=[CH:46][CH:45]=[CH:44][CH:43]=4)=[CH:37][CH:36]=3)=[CH:33][N:32]([CH:48]3[CH2:53][CH2:52][C:51](=O)[CH2:50][CH2:49]3)[C:28]=2[N:29]=[CH:30][N:31]=1.